From a dataset of HIV replication inhibition screening data with 41,000+ compounds from the AIDS Antiviral Screen. Binary Classification. Given a drug SMILES string, predict its activity (active/inactive) in a high-throughput screening assay against a specified biological target. (1) The drug is CN(CCNC(=O)c1cn(C)c2c1ccc1ccccc12)CCNC(=O)c1cn(C)c2c1ccc1ccccc12. The result is 0 (inactive). (2) The drug is CC1=C(C)C(=O)C(C2=CC(=O)c3ccccc3C2=O)=C(C2=CC(=O)c3ccccc3C2=O)C1=O. The result is 0 (inactive).